Dataset: Reaction yield outcomes from USPTO patents with 853,638 reactions. Task: Predict the reaction yield, written as a fraction of the theoretical maximum amount of product (1.0 means a 100% yield; for example, 0.34 means a 34% yield). (1) The reactants are Br[C:2]1[CH:7]=[CH:6][CH:5]=[C:4]([CH:8]2[O:12][CH2:11][CH2:10][O:9]2)[N:3]=1.[CH:13]([N:16]1[CH2:21][CH2:20][NH:19][CH2:18][CH2:17]1)([CH3:15])[CH3:14]. The catalyst is C(OCC)(=O)C. The product is [O:9]1[CH2:10][CH2:11][O:12][CH:8]1[C:4]1[N:3]=[C:2]([N:19]2[CH2:20][CH2:21][N:16]([CH:13]([CH3:15])[CH3:14])[CH2:17][CH2:18]2)[CH:7]=[CH:6][CH:5]=1. The yield is 0.550. (2) The reactants are Br.[NH2:2][C:3]1[C:4]([OH:17])=[C:5]([C:9]2[CH:10]=[C:11]([C:14]([OH:16])=[O:15])[O:12][CH:13]=2)[CH:6]=[CH:7][CH:8]=1.[N:18]([O-])=O.[Na+].[CH2:22]1[C:30]2[C:25](=[CH:26][C:27]([N:31]3[C:35](=[O:36])[CH2:34][C:33]([CH3:37])=[N:32]3)=[CH:28][CH:29]=2)[CH2:24][CH2:23]1.C(=O)(O)[O-].[Na+]. The catalyst is Cl.C(O)C. The yield is 0.367. The product is [OH:17][C:4]1[C:3]([NH:2][N:18]=[C:34]2[C:35](=[O:36])[N:31]([C:27]3[CH:26]=[C:25]4[C:30](=[CH:29][CH:28]=3)[CH2:22][CH2:23][CH2:24]4)[N:32]=[C:33]2[CH3:37])=[CH:8][CH:7]=[CH:6][C:5]=1[C:9]1[CH:10]=[C:11]([C:14]([OH:16])=[O:15])[O:12][CH:13]=1. (3) The reactants are Br[C:2]1[CH:7]=[CH:6][C:5]([S:8]([NH2:11])(=[O:10])=[O:9])=[CH:4][CH:3]=1.C([O-])(=O)C.[K+].[Cl:17][C:18]1[CH:23]=[CH:22][C:21]([C:24]2[N:25]=[C:26]([C:29]3[CH:34]=[CH:33][CH:32]=[C:31]([F:35])[N:30]=3)[S:27][CH:28]=2)=[CH:20][CH:19]=1. The catalyst is C([O-])(=O)C.[Pd+2].C([O-])(=O)C.CC(N(C)C)=O. The product is [Cl:17][C:18]1[CH:19]=[CH:20][C:21]([C:24]2[N:25]=[C:26]([C:29]3[CH:34]=[CH:33][CH:32]=[C:31]([F:35])[N:30]=3)[S:27][C:28]=2[C:2]2[CH:7]=[CH:6][C:5]([S:8]([NH2:11])(=[O:10])=[O:9])=[CH:4][CH:3]=2)=[CH:22][CH:23]=1. The yield is 0.300. (4) The yield is 0.660. The catalyst is O1CCCC1.CN(C)C=O. The reactants are [F:1][C:2]([F:17])([F:16])[C:3]1[C:11]2[CH2:10][CH2:9][CH2:8][CH2:7][C:6]=2[N:5]([CH2:12][C:13]([OH:15])=O)[N:4]=1.C(Cl)(=O)C(Cl)=O.[NH2:24][C:25]1[CH:35]=[CH:34][CH:33]=[CH:32][C:26]=1[C:27]([N:29]([CH3:31])[CH3:30])=[O:28].O. The product is [CH3:30][N:29]([CH3:31])[C:27](=[O:28])[C:26]1[CH:32]=[CH:33][CH:34]=[CH:35][C:25]=1[NH:24][C:13](=[O:15])[CH2:12][N:5]1[C:6]2[CH2:7][CH2:8][CH2:9][CH2:10][C:11]=2[C:3]([C:2]([F:1])([F:17])[F:16])=[N:4]1.